This data is from HIV replication inhibition screening data with 41,000+ compounds from the AIDS Antiviral Screen. The task is: Binary Classification. Given a drug SMILES string, predict its activity (active/inactive) in a high-throughput screening assay against a specified biological target. (1) The drug is O=S(CC1(O)CCCCC1)c1ccccc1. The result is 0 (inactive). (2) The compound is O=C1N(CCO)C2=CCCCC23c2[nH]c4ccccc4c2CCN13. The result is 0 (inactive). (3) The molecule is CS1(=O)=NC(=N)c2ccccc21. The result is 0 (inactive). (4) The compound is O=C1OCC(Cc2ccc3c(c2)OCO3)C1Cc1ccccc1. The result is 0 (inactive). (5) The compound is O=C1C(O)=C(C(C2=C(O)C(=O)c3ccccc3C2=O)c2ccccc2)C(=O)c2ccccc21. The result is 0 (inactive).